This data is from NCI-60 drug combinations with 297,098 pairs across 59 cell lines. The task is: Regression. Given two drug SMILES strings and cell line genomic features, predict the synergy score measuring deviation from expected non-interaction effect. (1) Drug 1: CCCCCOC(=O)NC1=NC(=O)N(C=C1F)C2C(C(C(O2)C)O)O. Drug 2: CC(C)(C#N)C1=CC(=CC(=C1)CN2C=NC=N2)C(C)(C)C#N. Cell line: CCRF-CEM. Synergy scores: CSS=-19.7, Synergy_ZIP=15.4, Synergy_Bliss=-1.97, Synergy_Loewe=-28.7, Synergy_HSA=-26.8. (2) Drug 1: CC1C(C(CC(O1)OC2CC(CC3=C2C(=C4C(=C3O)C(=O)C5=C(C4=O)C(=CC=C5)OC)O)(C(=O)CO)O)N)O.Cl. Drug 2: CC12CCC3C(C1CCC2OP(=O)(O)O)CCC4=C3C=CC(=C4)OC(=O)N(CCCl)CCCl.[Na+]. Cell line: HT29. Synergy scores: CSS=21.1, Synergy_ZIP=-0.0807, Synergy_Bliss=2.25, Synergy_Loewe=4.30, Synergy_HSA=3.23.